This data is from Serine/threonine kinase 33 screen with 319,792 compounds. The task is: Binary Classification. Given a drug SMILES string, predict its activity (active/inactive) in a high-throughput screening assay against a specified biological target. (1) The drug is O=C(N)C1(N2CCCCC2)CCN(CC1)\C(=C1\C(=O)c2c(C1=O)cccc2)C. The result is 0 (inactive). (2) The compound is O=C1N(CCCC)C(=O)C(=O)N1CC(=O)Nc1ccc(cc1)C(=O)N. The result is 0 (inactive). (3) The drug is O1C(CCC1)CNc1c(cccc1C#N)C#N. The result is 0 (inactive). (4) The molecule is S=C(NC(C)C)Nc1cc2nc(c(nc2cc1)C)C. The result is 0 (inactive). (5) The molecule is S(CC(=O)N1CCN(CC1)c1ccccc1)c1n(c(nn1)CNC(=O)c1c(cccc1)C)C. The result is 0 (inactive).